This data is from Reaction yield outcomes from USPTO patents with 853,638 reactions. The task is: Predict the reaction yield, written as a fraction of the theoretical maximum amount of product (1.0 means a 100% yield; for example, 0.34 means a 34% yield). (1) The reactants are C([O:5][C:6](=[O:46])[CH2:7][N:8](C(OC(C)(C)C)=O)[C:9]1[CH:14]=[CH:13][CH:12]=[C:11]([CH:15]([CH2:26][C:27]2[CH:32]=[CH:31][C:30]([C:33]3[S:34][C:35]([CH3:38])=[CH:36][N:37]=3)=[CH:29][CH:28]=2)[NH:16][S:17]([C:20]2[CH:25]=[CH:24][CH:23]=[CH:22][N:21]=2)(=[O:19])=[O:18])[N:10]=1)(C)(C)C.[OH-].[Na+]. The catalyst is O. The product is [CH3:38][C:35]1[S:34][C:33]([C:30]2[CH:29]=[CH:28][C:27]([CH2:26][CH:15]([NH:16][S:17]([C:20]3[CH:25]=[CH:24][CH:23]=[CH:22][N:21]=3)(=[O:18])=[O:19])[C:11]3[N:10]=[C:9]([NH:8][CH2:7][C:6]([OH:46])=[O:5])[CH:14]=[CH:13][CH:12]=3)=[CH:32][CH:31]=2)=[N:37][CH:36]=1. The yield is 0.550. (2) The reactants are [NH2:1][C:2]1[C:7]([C:8]([C:10]2[CH:11]=[N:12][C:13]([NH:16][CH2:17][CH2:18][O:19][CH3:20])=[CH:14][CH:15]=2)=[O:9])=[CH:6][C:5](Br)=[CH:4][N:3]=1.[CH3:22][O:23][C:24]1[CH:25]=[C:26](B(O)O)[CH:27]=[CH:28][C:29]=1[O:30][CH3:31].C(#N)C.C(=O)([O-])[O-].[Na+].[Na+]. The catalyst is O.Cl[Pd-2](Cl)(P(C1C=CC=CC=1)(C1C=CC=CC=1)C1C=CC=CC=1)P(C1C=CC=CC=1)(C1C=CC=CC=1)C1C=CC=CC=1. The product is [NH2:1][C:2]1[C:7]([C:8]([C:10]2[CH:11]=[N:12][C:13]([NH:16][CH2:17][CH2:18][O:19][CH3:20])=[CH:14][CH:15]=2)=[O:9])=[CH:6][C:5]([C:27]2[CH:26]=[CH:25][C:24]([O:23][CH3:22])=[C:29]([O:30][CH3:31])[CH:28]=2)=[CH:4][N:3]=1. The yield is 0.740. (3) The reactants are [CH3:1][O:2][C:3]([C:5]1[S:9][C:8]2[CH:10]=[C:11](Cl)[CH:12]=[CH:13][C:7]=2[C:6]=1[O:15][CH2:16][C:17]([O:19][C:20]([CH3:23])([CH3:22])[CH3:21])=[O:18])=[O:4].[S:24]1[CH:28]=[CH:27][CH:26]=[C:25]1B(O)O.[F-].[K+]. The catalyst is CC(C)([P](C(C)(C)C)([Pd][P](C(C)(C)C)(C(C)(C)C)C(C)(C)C)C(C)(C)C)C. The product is [CH3:1][O:2][C:3]([C:5]1[S:9][C:8]2[CH:10]=[C:11]([C:25]3[S:24][CH:28]=[CH:27][CH:26]=3)[CH:12]=[CH:13][C:7]=2[C:6]=1[O:15][CH2:16][C:17]([O:19][C:20]([CH3:23])([CH3:22])[CH3:21])=[O:18])=[O:4]. The yield is 0.620. (4) The reactants are [NH2:1][C:2]1[CH:7]=[CH:6][CH:5]=[CH:4][C:3]=1[NH:8][C:9](=O)[CH2:10][CH2:11][C:12]1[C:13]([O:30][CH3:31])=[C:14]2[C:18](=[C:19]([F:21])[CH:20]=1)[N:17]([CH2:22][CH3:23])[CH:16]=[C:15]2[CH2:24][C:25]([N:27]([CH3:29])[CH3:28])=[O:26].O.C([O-])(O)=O.[Na+]. The catalyst is C(O)(=O)C. The product is [NH:8]1[C:3]2[CH:4]=[CH:5][CH:6]=[CH:7][C:2]=2[N:1]=[C:9]1[CH2:10][CH2:11][C:12]1[C:13]([O:30][CH3:31])=[C:14]2[C:18](=[C:19]([F:21])[CH:20]=1)[N:17]([CH2:22][CH3:23])[CH:16]=[C:15]2[CH2:24][C:25]([N:27]([CH3:29])[CH3:28])=[O:26]. The yield is 0.680.